Regression. Given two drug SMILES strings and cell line genomic features, predict the synergy score measuring deviation from expected non-interaction effect. From a dataset of NCI-60 drug combinations with 297,098 pairs across 59 cell lines. (1) Drug 1: CN(CCCl)CCCl.Cl. Drug 2: C1=NNC2=C1C(=O)NC=N2. Cell line: A498. Synergy scores: CSS=-1.92, Synergy_ZIP=-0.864, Synergy_Bliss=-2.24, Synergy_Loewe=-7.02, Synergy_HSA=-4.39. (2) Drug 1: C1CCN(CC1)CCOC2=CC=C(C=C2)C(=O)C3=C(SC4=C3C=CC(=C4)O)C5=CC=C(C=C5)O. Drug 2: CNC(=O)C1=CC=CC=C1SC2=CC3=C(C=C2)C(=NN3)C=CC4=CC=CC=N4. Cell line: HCT116. Synergy scores: CSS=9.46, Synergy_ZIP=0.795, Synergy_Bliss=4.22, Synergy_Loewe=-2.39, Synergy_HSA=1.54.